The task is: Predict which catalyst facilitates the given reaction.. This data is from Catalyst prediction with 721,799 reactions and 888 catalyst types from USPTO. (1) Reactant: [Cl:1][C:2]1[N:7]=[C:6]2[O:8][C:9]([C:15]3[CH:20]=[CH:19][C:18]([F:21])=[CH:17][CH:16]=3)=[C:10]([C:11](=[O:14])[NH:12][CH3:13])[C:5]2=[CH:4][C:3]=1[C:22]1[CH:23]=[C:24]([CH:28]=[C:29]([F:31])[CH:30]=1)[C:25]([OH:27])=O.C(N(C(C)C)C(C)C)C.Cl.Cl.[C:43]12([NH2:48])[CH2:47][CH:45]([CH2:46]1)[CH2:44]2.CN(C(ON1N=NC2C=CC=NC1=2)=[N+](C)C)C.F[P-](F)(F)(F)(F)F. Product: [C:43]12([NH:48][C:25]([C:24]3[CH:23]=[C:22]([C:3]4[CH:4]=[C:5]5[C:10]([C:11]([NH:12][CH3:13])=[O:14])=[C:9]([C:15]6[CH:20]=[CH:19][C:18]([F:21])=[CH:17][CH:16]=6)[O:8][C:6]5=[N:7][C:2]=4[Cl:1])[CH:30]=[C:29]([F:31])[CH:28]=3)=[O:27])[CH2:47][CH:45]([CH2:46]1)[CH2:44]2. The catalyst class is: 3. (2) Reactant: [NH2:1][C:2]1[CH:3]=[CH:4][CH:5]=[C:6]2[C:10]=1[NH:9][C:8]([C:11]([O:13][CH2:14][CH3:15])=[O:12])=[CH:7]2.[C:16](O[C:16]([O:18][C:19]([CH3:22])([CH3:21])[CH3:20])=[O:17])([O:18][C:19]([CH3:22])([CH3:21])[CH3:20])=[O:17].C(N(CC)CC)C. Product: [C:19]([O:18][C:16]([NH:1][C:2]1[CH:3]=[CH:4][CH:5]=[C:6]2[C:10]=1[NH:9][C:8]([C:11]([O:13][CH2:14][CH3:15])=[O:12])=[CH:7]2)=[O:17])([CH3:22])([CH3:21])[CH3:20]. The catalyst class is: 7. (3) Reactant: [CH2:1]([O:8][C:9](=[O:49])[CH:10]([C:12]1[CH:17]=[CH:16][C:15]([C:18]2[CH:23]=[CH:22][C:21]([NH:24][C:25](=[O:47])[CH2:26][O:27][C:28]3[CH:46]=[CH:45][C:31]([C:32]([C:34]4[CH:44]=[CH:43][C:37]([O:38][CH2:39][C:40](O)=[O:41])=[CH:36][CH:35]=4)=[O:33])=[CH:30][CH:29]=3)=[CH:20][CH:19]=2)=[C:14]([F:48])[CH:13]=1)[CH3:11])[C:2]1[CH:7]=[CH:6][CH:5]=[CH:4][CH:3]=1.C(N(CC)CC)C.Cl.C(N=C=NCCCN(C)C)C.O.ON1C2C=CC=CC=2N=N1.[C:80]([NH:87][CH2:88][CH2:89][NH2:90])([O:82][C:83]([CH3:86])([CH3:85])[CH3:84])=[O:81]. Product: [C:83]([O:82][C:80]([NH:87][CH2:88][CH2:89][NH:90][C:40](=[O:41])[CH2:39][O:38][C:37]1[CH:43]=[CH:44][C:34]([C:32]([C:31]2[CH:45]=[CH:46][C:28]([O:27][CH2:26][C:25]([NH:24][C:21]3[CH:22]=[CH:23][C:18]([C:15]4[CH:16]=[CH:17][C:12]([CH:10]([CH3:11])[C:9]([O:8][CH2:1][C:2]5[CH:3]=[CH:4][CH:5]=[CH:6][CH:7]=5)=[O:49])=[CH:13][C:14]=4[F:48])=[CH:19][CH:20]=3)=[O:47])=[CH:29][CH:30]=2)=[O:33])=[CH:35][CH:36]=1)=[O:81])([CH3:84])([CH3:85])[CH3:86]. The catalyst class is: 366. (4) Reactant: [C:1]([C:3]1[CH:30]=[CH:29][C:6]([CH2:7][NH:8][C:9]([CH:11]([O:27][CH3:28])[C:12]2[C:17]([F:18])=[CH:16][CH:15]=[CH:14][C:13]=2OS(C(F)(F)F)(=O)=O)=[O:10])=[CH:5][CH:4]=1)#[N:2].[CH2:31]([O:34][CH:35]1[CH2:40][CH2:39][CH2:38][CH2:37][O:36]1)[C:32]#[CH:33]. Product: [C:1]([C:3]1[CH:30]=[CH:29][C:6]([CH2:7][NH:8][C:9](=[O:10])[CH:11]([C:12]2[C:13]([C:33]#[C:32][CH2:31][O:34][CH:35]3[CH2:40][CH2:39][CH2:38][CH2:37][O:36]3)=[CH:14][CH:15]=[CH:16][C:17]=2[F:18])[O:27][CH3:28])=[CH:5][CH:4]=1)#[N:2]. The catalyst class is: 3. (5) Reactant: [CH2:1]([O:8][C:9]1[CH:14]=[CH:13][C:12]([S:15]([C:18]2[CH:23]=[CH:22][C:21]([CH2:24][CH2:25][NH:26][C:27](=[O:32])[C:28]([F:31])([F:30])[F:29])=[CH:20][CH:19]=2)(=[O:17])=[O:16])=[CH:11][C:10]=1[OH:33])[C:2]1[CH:7]=[CH:6][CH:5]=[CH:4][CH:3]=1.N1C(C)=CC=CC=1C.[F:42][C:43]([F:56])([F:55])[S:44](O[S:44]([C:43]([F:56])([F:55])[F:42])(=[O:46])=[O:45])(=[O:46])=[O:45].N. Product: [F:42][C:43]([F:56])([F:55])[S:44]([O:33][C:10]1[CH:11]=[C:12]([S:15]([C:18]2[CH:23]=[CH:22][C:21]([CH2:24][CH2:25][NH:26][C:27](=[O:32])[C:28]([F:30])([F:31])[F:29])=[CH:20][CH:19]=2)(=[O:17])=[O:16])[CH:13]=[CH:14][C:9]=1[O:8][CH2:1][C:2]1[CH:3]=[CH:4][CH:5]=[CH:6][CH:7]=1)(=[O:46])=[O:45]. The catalyst class is: 4. (6) Reactant: [Br:1][C:2]1[CH:3]=[C:4]([N+:21]([O-:23])=[O:22])[CH:5]=[C:6]([Br:20])[C:7]=1[O:8][C:9]1[CH:14]=[CH:13][C:12]([O:15]C)=[C:11]([CH:17]([CH3:19])[CH3:18])[CH:10]=1.B(Br)(Br)Br. Product: [Br:1][C:2]1[CH:3]=[C:4]([N+:21]([O-:23])=[O:22])[CH:5]=[C:6]([Br:20])[C:7]=1[O:8][C:9]1[CH:14]=[CH:13][C:12]([OH:15])=[C:11]([CH:17]([CH3:19])[CH3:18])[CH:10]=1. The catalyst class is: 2. (7) Reactant: [CH3:1][C:2]1([CH3:38])[O:6][CH:5]([CH2:7][NH:8][C:9]([C:11]2[CH:12]=[CH:13][C:14]([F:37])=[C:15]([NH:17][C:18]([C:20]3[N:24]4[CH:25]=[CH:26][C:27]([C:29]5[CH:30]=[N:31][CH:32]=[C:33]([CH:35]=O)[CH:34]=5)=[CH:28][C:23]4=[N:22][CH:21]=3)=[O:19])[CH:16]=2)=[O:10])[CH2:4][CH2:3]1.[O:39]1[CH2:44][CH2:43][CH:42]([NH2:45])[CH2:41][CH2:40]1.C(O)(=O)C.B.N1C=CC=CC=1C. Product: [CH3:1][C:2]1([CH3:38])[O:6][CH:5]([CH2:7][NH:8][C:9]([C:11]2[CH:12]=[CH:13][C:14]([F:37])=[C:15]([NH:17][C:18]([C:20]3[N:24]4[CH:25]=[CH:26][C:27]([C:29]5[CH:30]=[N:31][CH:32]=[C:33]([CH2:35][NH:45][CH:42]6[CH2:43][CH2:44][O:39][CH2:40][CH2:41]6)[CH:34]=5)=[CH:28][C:23]4=[N:22][CH:21]=3)=[O:19])[CH:16]=2)=[O:10])[CH2:4][CH2:3]1. The catalyst class is: 5. (8) Reactant: [Cl:1][C:2]1[C:3]([CH3:25])=[CH:4][C:5]([N+:22]([O-])=O)=[C:6]([NH:8][CH2:9][CH2:10][N:11]2[CH2:16][CH2:15][CH:14]([C:17]([O:19][CH2:20][CH3:21])=[O:18])[CH2:13][CH2:12]2)[CH:7]=1.[H][H]. Product: [NH2:22][C:5]1[CH:4]=[C:3]([CH3:25])[C:2]([Cl:1])=[CH:7][C:6]=1[NH:8][CH2:9][CH2:10][N:11]1[CH2:12][CH2:13][CH:14]([C:17]([O:19][CH2:20][CH3:21])=[O:18])[CH2:15][CH2:16]1. The catalyst class is: 470. (9) Reactant: [NH2:1][C:2]1[C:7]([C:8]#[N:9])=[C:6]([NH:10][C@H:11]([C:13]2[N:18]=[C:17]3[CH:19]=[CH:20][N:21]([CH3:22])[C:16]3=[CH:15][C:14]=2[C:23]2[N:24]=[CH:25][S:26][CH:27]=2)[CH3:12])[N:5]=[C:4](SC)[N:3]=1.O[O:31][S:32]([O-:34])=O.[K+].[C:36](#N)C. Product: [NH2:1][C:2]1[C:7]([C:8]#[N:9])=[C:6]([NH:10][C@H:11]([C:13]2[N:18]=[C:17]3[CH:19]=[CH:20][N:21]([CH3:22])[C:16]3=[CH:15][C:14]=2[C:23]2[N:24]=[CH:25][S:26][CH:27]=2)[CH3:12])[N:5]=[C:4]([S:32]([CH3:36])(=[O:34])=[O:31])[N:3]=1. The catalyst class is: 238. (10) Product: [Cl:1][C:2]1[CH:3]=[C:4]([CH:7]=[C:8]([Cl:26])[C:9]=1[O:10][C:11]1[CH:16]=[CH:15][C:14]([OH:17])=[C:13]([CH2:18][C:19]2[CH:24]=[CH:23][C:22]([F:25])=[CH:21][CH:20]=2)[CH:12]=1)[CH2:5][P:30](=[O:34])([O:31][CH2:32][CH3:33])[O:29][CH2:27][CH3:28]. Reactant: [Cl:1][C:2]1[CH:3]=[C:4]([CH:7]=[C:8]([Cl:26])[C:9]=1[O:10][C:11]1[CH:16]=[CH:15][C:14]([OH:17])=[C:13]([CH2:18][C:19]2[CH:24]=[CH:23][C:22]([F:25])=[CH:21][CH:20]=2)[CH:12]=1)[CH2:5]Br.[CH2:27]([O:29][P:30]([O:34]CC)[O:31][CH2:32][CH3:33])[CH3:28]. The catalyst class is: 11.